Dataset: Full USPTO retrosynthesis dataset with 1.9M reactions from patents (1976-2016). Task: Predict the reactants needed to synthesize the given product. (1) Given the product [CH3:16][O:15][C:13]([CH:8]1[CH2:9][CH:10]([OH:12])[CH:11]=[C:7]1[C:5]([O:4][CH3:3])=[O:6])=[O:14], predict the reactants needed to synthesize it. The reactants are: [BH4-].[Na+].[CH3:3][O:4][C:5]([CH:7]1[CH2:11][C:10](=[O:12])[CH:9]=[C:8]1[C:13]([O:15][CH3:16])=[O:14])=[O:6]. (2) Given the product [NH3:4].[CH2:32]([S:29]([NH:28][CH2:27][CH2:26][N:4]1[CH2:5][CH2:6][C:7]([CH3:19])([C:8]2[CH:13]=[CH:12][CH:11]=[C:10]([C:14]3[N:15]=[N:16][NH:17][CH:18]=3)[CH:9]=2)[CH:2]([CH3:1])[CH2:3]1)(=[O:31])=[O:30])[CH3:33], predict the reactants needed to synthesize it. The reactants are: [CH3:1][CH:2]1[C:7]([CH3:19])([C:8]2[CH:13]=[CH:12][CH:11]=[C:10]([C:14]3[N:15]=[N:16][NH:17][CH:18]=3)[CH:9]=2)[CH2:6][CH2:5][NH:4][CH2:3]1.C(=O)([O-])O.[Na+].I[CH2:26][CH2:27][NH:28][S:29]([CH2:32][CH3:33])(=[O:31])=[O:30]. (3) Given the product [C:15]([CH2:1][C:2]1[CH:3]=[C:4]([CH:9]=[CH:10][C:11]#[N:12])[CH:5]=[C:6]([CH3:8])[CH:7]=1)#[N:17], predict the reactants needed to synthesize it. The reactants are: [CH3:1][C:2]1[CH:3]=[C:4]([CH:9]=[CH:10][C:11]#[N:12])[CH:5]=[C:6]([CH3:8])[CH:7]=1.C1C(=O)[N:17](Br)[C:15](=O)C1.C(OOC(=O)C1C=CC=CC=1)(=O)C1C=CC=CC=1.[C-]#N.[K+].